This data is from Full USPTO retrosynthesis dataset with 1.9M reactions from patents (1976-2016). The task is: Predict the reactants needed to synthesize the given product. Given the product [C:18]1([CH:17]=[C:6]2[S:5][C:4](=[S:7])[N:3]([C:8]3[CH:9]=[CH:10][C:11]([C:12]([OH:14])=[O:13])=[CH:15][CH:16]=3)[C:2]2=[O:1])[CH:23]=[CH:22][CH:21]=[CH:20][CH:19]=1, predict the reactants needed to synthesize it. The reactants are: [O:1]=[C:2]1[CH2:6][S:5][C:4](=[S:7])[N:3]1[C:8]1[CH:16]=[CH:15][C:11]([C:12]([OH:14])=[O:13])=[CH:10][CH:9]=1.[CH:17](=O)[C:18]1[CH:23]=[CH:22][CH:21]=[CH:20][CH:19]=1.[OH-].[NH4+].[Cl-].[NH4+].